From a dataset of Reaction yield outcomes from USPTO patents with 853,638 reactions. Predict the reaction yield, written as a fraction of the theoretical maximum amount of product (1.0 means a 100% yield; for example, 0.34 means a 34% yield). (1) The reactants are [F:1][C:2]1[CH:3]=[CH:4][C:5]([N+:11]([O-:13])=[O:12])=[C:6]([CH:10]=1)[C:7]([OH:9])=O.[NH2:14][C:15]1[CH:20]=[CH:19][C:18]([Br:21])=[CH:17][N:16]=1.P(Cl)(Cl)(Cl)=O. The catalyst is N1C=CC=CC=1. The product is [Br:21][C:18]1[CH:19]=[CH:20][C:15]([NH:14][C:7]([C:6]2[CH:10]=[C:2]([F:1])[CH:3]=[CH:4][C:5]=2[N+:11]([O-:13])=[O:12])=[O:9])=[N:16][CH:17]=1. The yield is 0.680. (2) The product is [Cl:1][C:2]1[CH:7]=[CH:6][CH:5]=[C:4]([Cl:8])[C:3]=1[CH2:9][CH2:10][C:11]1[C:15]([CH2:16][O:17][C:22]2[CH:23]=[CH:24][C:25]([C:28]3[CH:29]=[C:30]4[C:35](=[CH:36][CH:37]=3)[C:34]([C:38]([O:40][CH2:41][CH3:42])=[O:39])=[CH:33][CH:32]=[CH:31]4)=[CH:26][CH:27]=2)=[C:14]([CH:18]([CH3:20])[CH3:19])[O:13][N:12]=1. The catalyst is C1(C)C=CC=CC=1. The yield is 0.516. The reactants are [Cl:1][C:2]1[CH:7]=[CH:6][CH:5]=[C:4]([Cl:8])[C:3]=1[CH2:9][CH2:10][C:11]1[C:15]([CH2:16][OH:17])=[C:14]([CH:18]([CH3:20])[CH3:19])[O:13][N:12]=1.O[C:22]1[CH:27]=[CH:26][C:25]([C:28]2[CH:29]=[C:30]3[C:35](=[CH:36][CH:37]=2)[C:34]([C:38]([O:40][CH2:41][CH3:42])=[O:39])=[CH:33][CH:32]=[CH:31]3)=[CH:24][CH:23]=1.C1(P(C2C=CC=CC=2)C2C=CC=CC=2)C=CC=CC=1.N(C(OC(C)C)=O)=NC(OC(C)C)=O. (3) The reactants are Br[C:2]1[C:12]([O:13][CH2:14][CH3:15])=[CH:11][C:5]([C:6]([O:8][CH2:9][CH3:10])=[O:7])=[C:4]([O:16][CH2:17][CH3:18])[CH:3]=1.[CH3:19][N:20](C)C=O. The catalyst is [C-]#N.[Zn+2].[C-]#N.C1C=CC([P]([Pd]([P](C2C=CC=CC=2)(C2C=CC=CC=2)C2C=CC=CC=2)([P](C2C=CC=CC=2)(C2C=CC=CC=2)C2C=CC=CC=2)[P](C2C=CC=CC=2)(C2C=CC=CC=2)C2C=CC=CC=2)(C2C=CC=CC=2)C2C=CC=CC=2)=CC=1.O. The product is [C:19]([C:2]1[C:12]([O:13][CH2:14][CH3:15])=[CH:11][C:5]([C:6]([O:8][CH2:9][CH3:10])=[O:7])=[C:4]([O:16][CH2:17][CH3:18])[CH:3]=1)#[N:20]. The yield is 0.810. (4) The reactants are [C:1]1([CH:7]2[CH2:11][CH2:10][NH:9][CH2:8]2)[CH:6]=[CH:5][CH:4]=[CH:3][CH:2]=1.[CH:12]([C:14]1[CH:28]=[CH:27][C:17]([O:18][C:19]2[CH:26]=[CH:25][C:22]([C:23]#[N:24])=[CH:21][N:20]=2)=[C:16]([F:29])[CH:15]=1)=O.C(O[BH-](OC(=O)C)OC(=O)C)(=O)C.[Na+].C(O)(=O)C. The catalyst is ClCCCl.C(OCC)(=O)C. The product is [F:29][C:16]1[CH:15]=[C:14]([CH2:12][N:9]2[CH2:10][CH2:11][CH:7]([C:1]3[CH:6]=[CH:5][CH:4]=[CH:3][CH:2]=3)[CH2:8]2)[CH:28]=[CH:27][C:17]=1[O:18][C:19]1[CH:26]=[CH:25][C:22]([C:23]#[N:24])=[CH:21][N:20]=1. The yield is 0.750. (5) The reactants are [NH2:1][C:2]1[N:7]=[CH:6][C:5]([C@@H:8]([OH:39])[CH2:9][N:10]([CH2:18][C@H:19]2[CH2:28][CH2:27][C:26]3[C:21](=[CH:22][CH:23]=[C:24]([C:29]4[CH:38]=[CH:37][C:32]([C:33]([O:35][CH3:36])=[O:34])=[CH:31][CH:30]=4)[CH:25]=3)[O:20]2)C(OC(C)(C)C)=O)=[CH:4][CH:3]=1.Cl.O1CCOCC1. No catalyst specified. The product is [NH2:1][C:2]1[N:7]=[CH:6][C:5]([C@@H:8]([OH:39])[CH2:9][NH:10][CH2:18][C@H:19]2[CH2:28][CH2:27][C:26]3[C:21](=[CH:22][CH:23]=[C:24]([C:29]4[CH:30]=[CH:31][C:32]([C:33]([O:35][CH3:36])=[O:34])=[CH:37][CH:38]=4)[CH:25]=3)[O:20]2)=[CH:4][CH:3]=1. The yield is 0.620. (6) The reactants are [CH2:1]([N:5]([CH3:26])[C:6]1[CH:11]=[C:10]([CH3:12])[CH:9]=[CH:8][C:7]=1[NH:13][C:14](=[O:25])[NH:15][C:16]1[S:17][CH:18]=[C:19]([CH2:21][C:22]([OH:24])=O)[N:20]=1)[CH:2]([CH3:4])[CH3:3].[CH3:27][NH2:28]. No catalyst specified. The product is [CH2:1]([N:5]([CH3:26])[C:6]1[CH:11]=[C:10]([CH3:12])[CH:9]=[CH:8][C:7]=1[NH:13][C:14](=[O:25])[NH:15][C:16]1[S:17][CH:18]=[C:19]([CH2:21][C:22]([NH:28][CH3:27])=[O:24])[N:20]=1)[CH:2]([CH3:3])[CH3:4]. The yield is 0.650.